Dataset: Reaction yield outcomes from USPTO patents with 853,638 reactions. Task: Predict the reaction yield, written as a fraction of the theoretical maximum amount of product (1.0 means a 100% yield; for example, 0.34 means a 34% yield). (1) The reactants are [C:1]([O:5][C:6](=[O:23])[C@@H:7]([N:9]=[C:10]([C:17]1[CH:22]=[CH:21][CH:20]=[CH:19][CH:18]=1)[C:11]1[CH:16]=[CH:15][CH:14]=[CH:13][CH:12]=1)[CH3:8])([CH3:4])([CH3:3])[CH3:2].C[Si]([N-][Si](C)(C)C)(C)C.[Na+].[C:34]([O:38][C:39](=[O:48])[NH:40][C@H:41]1[CH2:45][CH2:44][C@H:43]([CH2:46]I)[CH2:42]1)([CH3:37])([CH3:36])[CH3:35]. The catalyst is C1COCC1. The product is [C:1]([O:5][C:6](=[O:23])[C:7]([N:9]=[C:10]([C:11]1[CH:12]=[CH:13][CH:14]=[CH:15][CH:16]=1)[C:17]1[CH:18]=[CH:19][CH:20]=[CH:21][CH:22]=1)([CH3:8])[CH2:46][C@@H:43]1[CH2:44][CH2:45][C@@H:41]([NH:40][C:39]([O:38][C:34]([CH3:37])([CH3:36])[CH3:35])=[O:48])[CH2:42]1)([CH3:2])([CH3:3])[CH3:4]. The yield is 0.800. (2) The reactants are S(Cl)([Cl:4])(=O)=O.[Cl:6][C:7]1[C:12]([CH:13]=[O:14])=[C:11]([Cl:15])[N:10]=[C:9]([CH3:16])[N:8]=1. The catalyst is C(Cl)(Cl)(Cl)Cl.N(C(C)(C)C#N)=NC(C)(C)C#N. The product is [Cl:15][C:11]1[C:12]([C:13]([Cl:4])=[O:14])=[C:7]([Cl:6])[N:8]=[C:9]([CH3:16])[N:10]=1. The yield is 0.950. (3) The product is [CH2:9]([N:13]1[CH:18]=[CH:17][C:16]([OH:19])=[C:15]([Cl:1])[C:14]1=[O:20])[CH2:10][CH2:11][CH3:12]. The catalyst is CN(C=O)C. The yield is 0.830. The reactants are [Cl:1]N1C(=O)CCC1=O.[CH2:9]([N:13]1[CH:18]=[CH:17][C:16]([OH:19])=[CH:15][C:14]1=[O:20])[CH2:10][CH2:11][CH3:12]. (4) The reactants are [CH:1]([O:6][CH3:7])([O:4][CH3:5])OC.CC1C=CC(S(O)(=O)=O)=CC=1.O.[N:20]([CH2:23][CH2:24][CH2:25][O:26][C:27]1[CH:34]=[CH:33][C:30](C=O)=[C:29]([O:35][CH3:36])[CH:28]=1)=[N+:21]=[N-:22]. The catalyst is CO. The product is [CH3:7][O:6][CH:1]([O:4][CH3:5])[C:30]1[CH:33]=[CH:34][C:27]([O:26][CH2:25][CH2:24][CH2:23][N:20]=[N+:21]=[N-:22])=[CH:28][C:29]=1[O:35][CH3:36]. The yield is 0.950. (5) The reactants are [CH2:1]([N:8]1[C:16]2[C:11](=[CH:12][C:13]([C:17]([O:26][Si:27]([CH2:32][CH3:33])([CH2:30][CH3:31])[CH2:28][CH3:29])([C:22]([F:25])([F:24])[F:23])[C:18]([F:21])([F:20])[F:19])=[CH:14][CH:15]=2)[CH:10]=[CH:9]1)[C:2]1[CH:7]=[CH:6][CH:5]=[CH:4][CH:3]=1.C1C(=O)N([I:41])C(=O)C1.[NH4+].[Cl-].CCOCC. The catalyst is CN(C=O)C. The product is [CH2:1]([N:8]1[C:16]2[C:11](=[CH:12][C:13]([C:17]([O:26][Si:27]([CH2:30][CH3:31])([CH2:32][CH3:33])[CH2:28][CH3:29])([C:18]([F:19])([F:20])[F:21])[C:22]([F:23])([F:24])[F:25])=[CH:14][CH:15]=2)[C:10]([I:41])=[CH:9]1)[C:2]1[CH:7]=[CH:6][CH:5]=[CH:4][CH:3]=1. The yield is 0.720. (6) The reactants are FC(F)(F)C(O)=O.[NH2:8][CH2:9][CH2:10][C:11]1[N:16]=[C:15]([C:17]2[S:18][C:19]3[CH:27]=[CH:26][CH:25]=[CH:24][C:20]=3[C:21](=[O:23])[N:22]=2)[CH:14]=[CH:13][CH:12]=1.[C:28](Cl)(=[O:35])[C:29]1[CH:34]=[CH:33][CH:32]=[CH:31][CH:30]=1.C(=O)([O-])[O-].[K+].[K+].C(OCC)(=O)C. The product is [O:23]=[C:21]1[C:20]2[CH:24]=[CH:25][CH:26]=[CH:27][C:19]=2[S:18][C:17]([C:15]2[N:16]=[C:11]([CH2:10][CH2:9][NH:8][C:28](=[O:35])[C:29]3[CH:34]=[CH:33][CH:32]=[CH:31][CH:30]=3)[CH:12]=[CH:13][CH:14]=2)=[N:22]1. The yield is 0.260. The catalyst is CN(C)C(=O)C.O.